Dataset: NCI-60 drug combinations with 297,098 pairs across 59 cell lines. Task: Regression. Given two drug SMILES strings and cell line genomic features, predict the synergy score measuring deviation from expected non-interaction effect. (1) Cell line: SK-OV-3. Drug 1: C1CN1P(=S)(N2CC2)N3CC3. Synergy scores: CSS=9.74, Synergy_ZIP=-4.50, Synergy_Bliss=-3.27, Synergy_Loewe=-1.08, Synergy_HSA=-1.74. Drug 2: CC1=C2C(C(=O)C3(C(CC4C(C3C(C(C2(C)C)(CC1OC(=O)C(C(C5=CC=CC=C5)NC(=O)OC(C)(C)C)O)O)OC(=O)C6=CC=CC=C6)(CO4)OC(=O)C)O)C)O. (2) Drug 1: CN(C)N=NC1=C(NC=N1)C(=O)N. Drug 2: C1=NC2=C(N1)C(=S)N=C(N2)N. Cell line: HOP-92. Synergy scores: CSS=28.6, Synergy_ZIP=-5.44, Synergy_Bliss=-4.32, Synergy_Loewe=-15.1, Synergy_HSA=-3.34. (3) Drug 1: C1CCC(CC1)NC(=O)N(CCCl)N=O. Drug 2: COCCOC1=C(C=C2C(=C1)C(=NC=N2)NC3=CC=CC(=C3)C#C)OCCOC.Cl. Cell line: UACC-257. Synergy scores: CSS=7.88, Synergy_ZIP=-0.835, Synergy_Bliss=1.26, Synergy_Loewe=-1.46, Synergy_HSA=-1.69. (4) Drug 1: C1=CC=C(C(=C1)C(C2=CC=C(C=C2)Cl)C(Cl)Cl)Cl. Drug 2: C(CN)CNCCSP(=O)(O)O. Cell line: HT29. Synergy scores: CSS=0.343, Synergy_ZIP=11.7, Synergy_Bliss=15.0, Synergy_Loewe=3.38, Synergy_HSA=3.78. (5) Drug 1: C1CN(CCN1C(=O)CCBr)C(=O)CCBr. Cell line: ACHN. Drug 2: CN(C(=O)NC(C=O)C(C(C(CO)O)O)O)N=O. Synergy scores: CSS=18.2, Synergy_ZIP=1.52, Synergy_Bliss=0.856, Synergy_Loewe=-30.2, Synergy_HSA=-2.56.